From a dataset of Full USPTO retrosynthesis dataset with 1.9M reactions from patents (1976-2016). Predict the reactants needed to synthesize the given product. (1) The reactants are: [Br:1][C:2]1[CH:3]=[C:4]([CH:8]=[C:9]([C:11]([F:14])([F:13])[F:12])[CH:10]=1)[C:5](O)=[O:6].Cl.[CH3:16][O:17][NH:18][CH3:19].CN(C(ON1N=NC2C=CC=NC1=2)=[N+](C)C)C.F[P-](F)(F)(F)(F)F.CCN(CC)CC. Given the product [Br:1][C:2]1[CH:3]=[C:4]([CH:8]=[C:9]([C:11]([F:14])([F:13])[F:12])[CH:10]=1)[C:5]([N:18]([O:17][CH3:16])[CH3:19])=[O:6], predict the reactants needed to synthesize it. (2) Given the product [CH2:25]([C:14]1([NH:17][C:18](=[O:24])[O:19][C:20]([CH3:21])([CH3:23])[CH3:22])[CH2:13][CH2:12][N:11]([C:2]2[C:3]([N+:8]([O-:10])=[O:9])=[N:4][CH:5]=[CH:6][CH:7]=2)[CH2:16][CH2:15]1)[CH3:26], predict the reactants needed to synthesize it. The reactants are: F[C:2]1[C:3]([N+:8]([O-:10])=[O:9])=[N:4][CH:5]=[CH:6][CH:7]=1.[NH:11]1[CH2:16][CH2:15][CH:14]([NH:17][C:18](=[O:24])[O:19][C:20]([CH3:23])([CH3:22])[CH3:21])[CH2:13][CH2:12]1.[CH2:25](N(C(C)C)C(C)C)[CH3:26]. (3) Given the product [CH3:2][C:1]1[C:4]([C:13]2[CH:12]=[CH:5][CH:4]=[CH:1][CH:2]=2)=[C:5]([NH2:6])[NH:17][N:16]=1, predict the reactants needed to synthesize it. The reactants are: [C:1]([CH2:4][C:5]#[N:6])(=O)[CH3:2].C(N([CH2:12][CH3:13])CC)C.Cl.Cl.[NH2:16][NH2:17]. (4) The reactants are: [OH:1][CH2:2][CH:3]1[NH:8][CH2:7][CH2:6][N:5]([C:9]([O:11][C:12]([CH3:15])([CH3:14])[CH3:13])=[O:10])[CH2:4]1.C(N(CC)CC)C.Cl[CH2:24][C:25](Cl)=[O:26].OS([O-])(=O)=O.[K+].[H-].[Na+].Cl.[OH-].[Na+]. Given the product [O:26]=[C:25]1[CH2:24][O:1][CH2:2][CH:3]2[CH2:4][N:5]([C:9]([O:11][C:12]([CH3:15])([CH3:14])[CH3:13])=[O:10])[CH2:6][CH2:7][N:8]12, predict the reactants needed to synthesize it.